This data is from Reaction yield outcomes from USPTO patents with 853,638 reactions. The task is: Predict the reaction yield, written as a fraction of the theoretical maximum amount of product (1.0 means a 100% yield; for example, 0.34 means a 34% yield). (1) The reactants are [O:1]1[C:5]2[CH:6]=[CH:7][C:8]([CH:10]3[CH:19]([C:20]([O:22][CH3:23])=[O:21])[CH:18](O)[C:17]4[C:12](=[CH:13][CH:14]=[CH:15][CH:16]=4)[O:11]3)=[CH:9][C:4]=2[O:3][CH2:2]1.C(N(CC)CC)C.CS(Cl)(=O)=O.N12CCCN=C1CCCCC2. The catalyst is ClCCl.C1C=CC=CC=1.C(OCC)(=O)C. The product is [O:1]1[C:5]2[CH:6]=[CH:7][C:8]([CH:10]3[C:19]([C:20]([O:22][CH3:23])=[O:21])=[CH:18][C:17]4[C:12](=[CH:13][CH:14]=[CH:15][CH:16]=4)[O:11]3)=[CH:9][C:4]=2[O:3][CH2:2]1. The yield is 0.580. (2) The reactants are [Cl-].[Al+3].[Cl-].[Cl-].[Br:5][C:6]1[CH:11]=[C:10]([F:12])[CH:9]=[CH:8][C:7]=1[F:13].[C:14](Cl)(=[O:16])[CH3:15].Cl. No catalyst specified. The product is [CH3:15][C:14]([C:9]1[C:10]([F:12])=[CH:11][C:6]([Br:5])=[C:7]([F:13])[CH:8]=1)=[O:16]. The yield is 0.310. (3) The reactants are [C:1]([O:5][CH3:6])(=[O:4])[CH:2]=[CH2:3].I[CH2:8][C:9]12[CH2:16][CH2:15][C:12]([C:17]3[S:21][C:20]([CH3:22])=[N:19][C:18]=3[C:23]3[CH:28]=[CH:27][CH:26]=[CH:25][CH:24]=3)([CH2:13][CH2:14]1)[O:11][CH2:10]2. The catalyst is N1C=CC=CC=1.CCOC(C)=O.[Zn]. The product is [CH3:22][C:20]1[S:21][C:17]([C:12]23[CH2:13][CH2:14][C:9]([CH2:8][CH2:3][CH2:2][C:1]([O:5][CH3:6])=[O:4])([CH2:16][CH2:15]2)[CH2:10][O:11]3)=[C:18]([C:23]2[CH:28]=[CH:27][CH:26]=[CH:25][CH:24]=2)[N:19]=1. The yield is 0.850. (4) The reactants are CC1(C)C(C)(C)OB([C:9]2[CH:18]=[C:17]3[C:12]([CH:13]=[C:14]([NH2:19])[N:15]=[CH:16]3)=[CH:11][CH:10]=2)O1.Br[C:22]1[C:23]([CH3:34])=[CH:24][C:25]([CH:28]([OH:33])[C:29]([F:32])([F:31])[F:30])=[N:26][CH:27]=1.C(=O)([O-])[O-].[Na+].[Na+]. The catalyst is C(#N)C.C(OCC)(=O)C.CC(P(C(C)(C)C)C1C=CC(N(C)C)=CC=1)(C)C.CC(P(C(C)(C)C)C1C=CC(N(C)C)=CC=1)(C)C.Cl[Pd]Cl. The product is [NH2:19][C:14]1[N:15]=[CH:16][C:17]2[C:12]([CH:13]=1)=[CH:11][CH:10]=[C:9]([C:22]1[C:23]([CH3:34])=[CH:24][C:25]([CH:28]([OH:33])[C:29]([F:31])([F:30])[F:32])=[N:26][CH:27]=1)[CH:18]=2. The yield is 0.770. (5) The reactants are Br[C:2]1[N:7]=[N:6][C:5]([NH2:8])=[N:4][C:3]=1[C:9]1[CH:14]=[CH:13][CH:12]=[CH:11][CH:10]=1.[C:15]([NH:18][C:19]1[CH:20]=[C:21](B(O)O)[CH:22]=[CH:23][CH:24]=1)(=[O:17])[CH3:16]. No catalyst specified. The product is [NH2:8][C:5]1[N:6]=[N:7][C:2]([C:23]2[CH:24]=[C:19]([NH:18][C:15](=[O:17])[CH3:16])[CH:20]=[CH:21][CH:22]=2)=[C:3]([C:9]2[CH:14]=[CH:13][CH:12]=[CH:11][CH:10]=2)[N:4]=1. The yield is 0.620. (6) The catalyst is O.C1(C)C=CC(S(O)(=O)=O)=CC=1.C1(C)C=CC=CC=1. The yield is 1.00. The reactants are [O:1]=[C:2]1[C:7]([CH2:8][C:9]2[CH:14]=[CH:13][C:12]([C:15]3[C:16]([C:21]#[N:22])=[CH:17][CH:18]=[CH:19][CH:20]=3)=[CH:11][CH:10]=2)=[C:6]([CH2:23][CH2:24][CH3:25])[N:5]2[N:26]=[CH:27][N:28]=[C:4]2[N:3]1[CH:29]1[CH2:34][CH2:33][C:32](=[O:35])[CH2:31][CH2:30]1.[CH2:36](O)[CH2:37][CH2:38][OH:39]. The product is [O:39]1[C:32]2([CH2:31][CH2:30][CH:29]([N:3]3[C:2](=[O:1])[C:7]([CH2:8][C:9]4[CH:10]=[CH:11][C:12]([C:15]5[C:16]([C:21]#[N:22])=[CH:17][CH:18]=[CH:19][CH:20]=5)=[CH:13][CH:14]=4)=[C:6]([CH2:23][CH2:24][CH3:25])[N:5]4[N:26]=[CH:27][N:28]=[C:4]34)[CH2:34][CH2:33]2)[O:35][CH2:36][CH2:37][CH2:38]1. (7) The reactants are [OH-].[Na+].C[O:4][C:5](=[O:41])[CH2:6][C:7]1[CH:8]=[C:9]([C:15]2[CH:20]=[CH:19][C:18]([C:21]([CH2:39][CH3:40])([C:24]3[CH:29]=[CH:28][C:27](/[CH:30]=[CH:31]/[C:32]([CH2:36][CH3:37])([OH:35])[CH2:33][CH3:34])=[C:26]([CH3:38])[CH:25]=3)[CH2:22][CH3:23])=[CH:17][CH:16]=2)[C:10]([O:13][CH3:14])=[CH:11][CH:12]=1.[Cl-].[NH4+]. The catalyst is CO.O1CCCC1. The product is [CH2:22]([C:21]([C:18]1[CH:17]=[CH:16][C:15]([C:9]2[C:10]([O:13][CH3:14])=[CH:11][CH:12]=[C:7]([CH2:6][C:5]([OH:41])=[O:4])[CH:8]=2)=[CH:20][CH:19]=1)([C:24]1[CH:29]=[CH:28][C:27](/[CH:30]=[CH:31]/[C:32]([CH2:33][CH3:34])([OH:35])[CH2:36][CH3:37])=[C:26]([CH3:38])[CH:25]=1)[CH2:39][CH3:40])[CH3:23]. The yield is 0.940.